Task: Predict the reactants needed to synthesize the given product.. Dataset: Full USPTO retrosynthesis dataset with 1.9M reactions from patents (1976-2016) (1) Given the product [Br:1][C:2]1[CH:3]=[N:4][C:5]2[N:6]([N:8]=[C:9]([C:11]([N:21]3[CH2:20][CH2:19][C:18]4[C:23](=[CH:24][C:15]([F:14])=[CH:16][CH:17]=4)[CH:22]3[C:25]([F:26])([F:27])[F:28])=[O:13])[CH:10]=2)[CH:7]=1, predict the reactants needed to synthesize it. The reactants are: [Br:1][C:2]1[CH:3]=[N:4][C:5]2[N:6]([N:8]=[C:9]([C:11]([OH:13])=O)[CH:10]=2)[CH:7]=1.[F:14][C:15]1[CH:24]=[C:23]2[C:18]([CH2:19][CH2:20][NH:21][CH:22]2[C:25]([F:28])([F:27])[F:26])=[CH:17][CH:16]=1. (2) Given the product [F:1][C:2]([F:39])([F:38])[C:3]1[CH:4]=[C:5]([CH:31]=[C:32]([C:34]([F:37])([F:36])[F:35])[CH:33]=1)[CH2:6][N:7]1[CH2:14][CH2:13][CH2:12][NH:11][C:10]2[N:15]=[C:16]([N:49]3[CH2:48][CH2:47][CH:46]([N:42]4[CH2:43][CH2:44][CH2:45][C:41]4=[O:40])[CH2:51][CH2:50]3)[N:17]=[C:18]([C:19]3[CH:24]=[CH:23][CH:22]=[CH:21][C:20]=3[CH3:25])[C:9]=2[C:8]1=[O:30], predict the reactants needed to synthesize it. The reactants are: [F:1][C:2]([F:39])([F:38])[C:3]1[CH:4]=[C:5]([CH:31]=[C:32]([C:34]([F:37])([F:36])[F:35])[CH:33]=1)[CH2:6][N:7]1[CH2:14][CH2:13][CH2:12][NH:11][C:10]2[N:15]=[C:16](S(C)(=O)=O)[N:17]=[C:18]([C:19]3[CH:24]=[CH:23][CH:22]=[CH:21][C:20]=3[CH3:25])[C:9]=2[C:8]1=[O:30].[O:40]=[C:41]1[CH2:45][CH2:44][CH2:43][N:42]1[CH:46]1[CH2:51][CH2:50][NH:49][CH2:48][CH2:47]1. (3) Given the product [C:14]([O:18][C:19]([N:21]1[CH2:26][CH2:25][CH:24]([N:27]([CH:28]2[CH2:29][CH2:30]2)[C:6](=[O:11])[C:7]([F:8])([F:9])[F:10])[CH2:23][CH2:22]1)=[O:20])([CH3:17])([CH3:15])[CH3:16], predict the reactants needed to synthesize it. The reactants are: [F:8][C:7]([F:10])([F:9])[C:6](O[C:6](=[O:11])[C:7]([F:10])([F:9])[F:8])=[O:11].[C:14]([O:18][C:19]([N:21]1[CH2:26][CH2:25][CH:24]([NH:27][CH:28]2[CH2:30][CH2:29]2)[CH2:23][CH2:22]1)=[O:20])([CH3:17])([CH3:16])[CH3:15].C(N(CC)C(C)C)(C)C.O. (4) Given the product [CH2:26]([O:25][CH2:24][CH2:23][CH2:22][O:8][C:5]1[CH:6]=[CH:7][C:2]([Br:1])=[CH:3][C:4]=1[O:9][CH2:10][CH2:11][CH2:12][O:13][CH3:14])[C:27]1[CH:32]=[CH:31][CH:30]=[CH:29][CH:28]=1, predict the reactants needed to synthesize it. The reactants are: [Br:1][C:2]1[CH:7]=[CH:6][C:5]([OH:8])=[C:4]([O:9][CH2:10][CH2:11][CH2:12][O:13][CH3:14])[CH:3]=1.C(=O)([O-])[O-].[K+].[K+].Br[CH2:22][CH2:23][CH2:24][O:25][CH2:26][C:27]1[CH:32]=[CH:31][CH:30]=[CH:29][CH:28]=1.[Na+].[I-].